The task is: Predict the reaction yield, written as a fraction of the theoretical maximum amount of product (1.0 means a 100% yield; for example, 0.34 means a 34% yield).. This data is from Reaction yield outcomes from USPTO patents with 853,638 reactions. (1) The reactants are [OH:1][CH:2]1[CH2:16][C:4]2([CH2:7][CH:6]([NH:8][C:9](=[O:15])[O:10][C:11]([CH3:14])([CH3:13])[CH3:12])[CH2:5]2)[CH2:3]1.CC(OI1(OC(C)=O)(OC(C)=O)OC(=O)C2C=CC=CC1=2)=O.C(=O)(O)[O-].[Na+]. The catalyst is C(Cl)Cl. The product is [O:1]=[C:2]1[CH2:3][C:4]2([CH2:7][CH:6]([NH:8][C:9](=[O:15])[O:10][C:11]([CH3:12])([CH3:14])[CH3:13])[CH2:5]2)[CH2:16]1. The yield is 0.800. (2) The reactants are [C:1]([C:3]1[C:4](I)=[C:5]([C:14]([OH:16])=[O:15])[S:6][C:7]=1[N:8]1[CH2:13][CH2:12][O:11][CH2:10][CH2:9]1)#[N:2].O1CCCC1.C1([Li])C=CC=CC=1.[Cl:30][C:31]1[CH:36]=[CH:35][C:34](/[CH:37]=[N:38]/[S:39]([C:41]([CH3:44])([CH3:43])[CH3:42])=[O:40])=[CH:33][CH:32]=1.CO.C(O)(=O)C. No catalyst specified. The yield is 0.622. The product is [C:41]([S:39]([NH:38][CH:37]([C:34]1[CH:33]=[CH:32][C:31]([Cl:30])=[CH:36][CH:35]=1)[C:4]1[C:3]([C:1]#[N:2])=[C:7]([N:8]2[CH2:13][CH2:12][O:11][CH2:10][CH2:9]2)[S:6][C:5]=1[C:14]([OH:16])=[O:15])=[O:40])([CH3:44])([CH3:42])[CH3:43]. (3) The yield is 0.900. The product is [CH3:13][O:12][C:9]1[CH:8]=[C:6]2[C:5]([CH2:4][CH2:3][C:2]([CH3:14])([CH3:1])[O:7]2)=[CH:11][CH:10]=1. The catalyst is CCO.[Pd]. The reactants are [CH3:1][C:2]1([CH3:14])[O:7][C:6]2[CH:8]=[C:9]([O:12][CH3:13])[CH:10]=[CH:11][C:5]=2[CH:4]=[CH:3]1.